The task is: Regression/Classification. Given a drug SMILES string, predict its toxicity properties. Task type varies by dataset: regression for continuous values (e.g., LD50, hERG inhibition percentage) or binary classification for toxic/non-toxic outcomes (e.g., AMES mutagenicity, cardiotoxicity, hepatotoxicity). Dataset: ames.. This data is from Ames mutagenicity test results for genotoxicity prediction. (1) The result is 1 (mutagenic). The drug is O[C@H]1c2c(cc3ccc4cccc5ccc2c3c45)[C@@H]2O[C@@H]2[C@H]1O. (2) The compound is O=NN1CCNC1=O. The result is 1 (mutagenic).